Dataset: Catalyst prediction with 721,799 reactions and 888 catalyst types from USPTO. Task: Predict which catalyst facilitates the given reaction. (1) Reactant: Br[C:2]1[CH:15]=[CH:14][C:5]([C:6]([C:8]2[CH:13]=[CH:12][CH:11]=[CH:10][CH:9]=2)=[O:7])=[CH:4][CH:3]=1.[B:16]1([B:16]2[O:20][C:19]([CH3:22])([CH3:21])[C:18]([CH3:24])([CH3:23])[O:17]2)[O:20][C:19]([CH3:22])([CH3:21])[C:18]([CH3:24])([CH3:23])[O:17]1.ClCCl.C([O-])(=O)C.[K+]. Product: [C:8]1([C:6]([C:5]2[CH:14]=[CH:15][C:2]([B:16]3[O:20][C:19]([CH3:22])([CH3:21])[C:18]([CH3:24])([CH3:23])[O:17]3)=[CH:3][CH:4]=2)=[O:7])[CH:13]=[CH:12][CH:11]=[CH:10][CH:9]=1. The catalyst class is: 9. (2) Reactant: Br[C:2]1[C:3]([O:5][CH2:6][C:7]=1[C:8]1[CH:13]=[CH:12][C:11]([S:14][CH3:15])=[CH:10][CH:9]=1)=[O:4].[C:16]1(B(O)O)[CH:21]=[CH:20][CH:19]=[CH:18][CH:17]=1.[F-].[Cs+]. Product: [CH3:15][S:14][C:11]1[CH:12]=[CH:13][C:8]([C:7]2[CH2:6][O:5][C:3](=[O:4])[C:2]=2[C:16]2[CH:21]=[CH:20][CH:19]=[CH:18][CH:17]=2)=[CH:9][CH:10]=1. The catalyst class is: 235. (3) Reactant: [Cl:1][C:2]1[C:7]([Cl:8])=[CH:6][CH:5]=[CH:4][C:3]=1[CH2:9][N:10]1[CH:14]=[C:13]([C:15]2[CH:20]=[C:19]([C:21]3[N:22]=[N:23][N:24](CC4C=CC(OC)=CC=4)[C:25]=3[I:26])[CH:18]=[CH:17][N:16]=2)[N:12]=[CH:11]1. Product: [Cl:1][C:2]1[C:7]([Cl:8])=[CH:6][CH:5]=[CH:4][C:3]=1[CH2:9][N:10]1[CH:14]=[C:13]([C:15]2[CH:20]=[C:19]([C:21]3[N:22]=[N:23][NH:24][C:25]=3[I:26])[CH:18]=[CH:17][N:16]=2)[N:12]=[CH:11]1. The catalyst class is: 67. (4) The catalyst class is: 9. Product: [CH3:28][N:16]([C:17]1[CH:27]=[CH:26][C:20]([C:21]([O:23][CH2:24][CH3:25])=[O:22])=[CH:19][CH:18]=1)[C:13]1[S:14][CH:15]=[C:11]([C:8]2[CH:7]=[CH:6][C:5]([N+:2]([O-:4])=[O:3])=[CH:10][CH:9]=2)[N:12]=1. Reactant: Br.[N+:2]([C:5]1[CH:10]=[CH:9][C:8]([C:11]2[N:12]=[C:13]([NH:16][C:17]3[CH:27]=[CH:26][C:20]([C:21]([O:23][CH2:24][CH3:25])=[O:22])=[CH:19][CH:18]=3)[S:14][CH:15]=2)=[CH:7][CH:6]=1)([O-:4])=[O:3].[C:28](=O)([O-])[O-].[K+].[K+].S(OC)(OC)(=O)=O. (5) Reactant: Cl[C:2]1[C:3](=[O:14])[C:4]2[C:9]([C:10](=[O:13])[C:11]=1[Cl:12])=[CH:8][CH:7]=[CH:6][CH:5]=2.[N+:15]([C:18]1[CH:23]=[CH:22][CH:21]=[CH:20][C:19]=1[S:24]([NH2:27])(=[O:26])=[O:25])([O-:17])=[O:16].C(=O)([O-])[O-].[Cs+].[Cs+].C(O)(=O)CC(CC(O)=O)(C(O)=O)O. Product: [Cl:12][C:11]1[C:10](=[O:13])[C:9]2[C:4](=[CH:5][CH:6]=[CH:7][CH:8]=2)[C:3](=[O:14])[C:2]=1[NH:27][S:24]([C:19]1[CH:20]=[CH:21][CH:22]=[CH:23][C:18]=1[N+:15]([O-:17])=[O:16])(=[O:26])=[O:25]. The catalyst class is: 11. (6) Reactant: [C:1]([O:5][C:6]([C:8]1[S:12][C:11]([CH2:13][CH:14]([CH2:18][CH3:19])[C:15]([OH:17])=[O:16])=[CH:10][CH:9]=1)=[O:7])([CH3:4])([CH3:3])[CH3:2].C(=O)([O-])[O-].[K+].[K+].[CH2:26](Br)[C:27]1[CH:32]=[CH:31][CH:30]=[CH:29][CH:28]=1. Product: [C:1]([O:5][C:6]([C:8]1[S:12][C:11]([CH2:13][CH:14]([C:15]([O:17][CH2:26][C:27]2[CH:32]=[CH:31][CH:30]=[CH:29][CH:28]=2)=[O:16])[CH2:18][CH3:19])=[CH:10][CH:9]=1)=[O:7])([CH3:4])([CH3:3])[CH3:2]. The catalyst class is: 9.